From a dataset of Full USPTO retrosynthesis dataset with 1.9M reactions from patents (1976-2016). Predict the reactants needed to synthesize the given product. (1) Given the product [O:1]1[CH2:5][CH2:4][O:3][CH:2]1[C:6]1[CH:11]=[CH:10][CH:9]=[CH:8][C:7]=1[C:16]1[S:20][C:19]2[CH:21]=[C:22]([O:25][CH3:26])[CH:23]=[CH:24][C:18]=2[C:17]=1[C:27]([C:29]1[CH:34]=[CH:33][C:32]([O:35][CH2:36][CH2:37][N:38]2[CH2:43][CH2:42][CH2:41][CH2:40][CH2:39]2)=[CH:31][CH:30]=1)=[O:28], predict the reactants needed to synthesize it. The reactants are: [O:1]1[CH2:5][CH2:4][O:3][CH:2]1[C:6]1[CH:11]=[CH:10][CH:9]=[CH:8][C:7]=1[Mg]Br.CN(C)[C:16]1[S:20][C:19]2[CH:21]=[C:22]([O:25][CH3:26])[CH:23]=[CH:24][C:18]=2[C:17]=1[C:27]([C:29]1[CH:34]=[CH:33][C:32]([O:35][CH2:36][CH2:37][N:38]2[CH2:43][CH2:42][CH2:41][CH2:40][CH2:39]2)=[CH:31][CH:30]=1)=[O:28]. (2) Given the product [NH:29]1[CH:28]=[C:27]([C:23]2[CH:22]=[C:21]3[C:26](=[CH:25][CH:24]=2)[N:18]([CH2:17][CH:14]2[CH2:13][CH2:12][N:11]([C:9](=[O:10])[CH2:8][CH2:7][C:1]4[CH:2]=[CH:3][CH:4]=[CH:5][CH:6]=4)[CH2:16][CH2:15]2)[CH:19]=[CH:20]3)[CH:31]=[N:30]1, predict the reactants needed to synthesize it. The reactants are: [C:1]1([CH2:7][CH2:8][C:9]([N:11]2[CH2:16][CH2:15][CH:14]([CH2:17][N:18]3[C:26]4[C:21](=[CH:22][C:23]([C:27]5[CH:28]=[N:29][N:30](C6CCCCO6)[CH:31]=5)=[CH:24][CH:25]=4)[CH:20]=[CH:19]3)[CH2:13][CH2:12]2)=[O:10])[CH:6]=[CH:5][CH:4]=[CH:3][CH:2]=1.C1(C)C=CC(S(O)(=O)=O)=CC=1.CO.ClCCl.